Dataset: Catalyst prediction with 721,799 reactions and 888 catalyst types from USPTO. Task: Predict which catalyst facilitates the given reaction. (1) Reactant: [CH3:1][O:2][CH2:3][C@@H:4]([C:6]1[CH:11]=[CH:10][CH:9]=[CH:8][CH:7]=1)[NH2:5].[NH:12]1[C:20]2[C:15](=[CH:16][C:17]([CH:21]=O)=[CH:18][CH:19]=2)[CH:14]=[CH:13]1.[BH-](OC(C)=O)(OC(C)=O)OC(C)=O.[Na+].C([O-])(O)=O.[Na+]. Product: [NH:12]1[C:20]2[C:15](=[CH:16][C:17]([CH2:21][NH:5][C@@H:4]([C:6]3[CH:11]=[CH:10][CH:9]=[CH:8][CH:7]=3)[CH2:3][O:2][CH3:1])=[CH:18][CH:19]=2)[CH:14]=[CH:13]1. The catalyst class is: 26. (2) Reactant: CO.O1CCOCC1.[C:9]([C:13]1[N:18]=[C:17]([C:19]2[CH:24]=[CH:23][CH:22]=[CH:21][CH:20]=2)[C:16]([C:25]([O:27]C)=[O:26])=[CH:15][N:14]=1)([CH3:12])([CH3:11])[CH3:10].O.[OH-].[Li+]. Product: [C:9]([C:13]1[N:18]=[C:17]([C:19]2[CH:24]=[CH:23][CH:22]=[CH:21][CH:20]=2)[C:16]([C:25]([OH:27])=[O:26])=[CH:15][N:14]=1)([CH3:12])([CH3:10])[CH3:11]. The catalyst class is: 84. (3) Reactant: [Si:1]([O:8][CH2:9][C:10]1[C:15]2[CH:16](O)[CH:17]([CH3:21])[CH2:18][CH2:19][CH2:20][C:14]=2[CH:13]=[CH:12][CH:11]=1)([C:4]([CH3:7])([CH3:6])[CH3:5])([CH3:3])[CH3:2].C(N(CC)CC)C.CS(Cl)(=O)=O.[Cl-].[Li+].C1CCN2C(=NCCC2)CC1. Product: [C:4]([Si:1]([O:8][CH2:9][C:10]1[C:15]2[CH:16]=[C:17]([CH3:21])[CH2:18][CH2:19][CH2:20][C:14]=2[CH:13]=[CH:12][CH:11]=1)([CH3:3])[CH3:2])([CH3:7])([CH3:5])[CH3:6]. The catalyst class is: 47. (4) Reactant: [S:1]1[C:5]2[CH:6]=[CH:7][CH:8]=[CH:9][C:4]=2[N:3]=[C:2]1[C:10]1[C:11]([NH2:25])=[N:12][CH:13]=[C:14](B2OC(C)(C)C(C)(C)O2)[CH:15]=1.[C:26]([O:30][C:31]([N:33]1[CH2:36][CH:35]([N:37]2[CH:41]=[C:40](I)[CH:39]=[N:38]2)[CH2:34]1)=[O:32])([CH3:29])([CH3:28])[CH3:27].C(=O)([O-])[O-].[K+].[K+]. Product: [C:26]([O:30][C:31]([N:33]1[CH2:36][CH:35]([N:37]2[CH:41]=[C:40]([C:14]3[CH:13]=[N:12][C:11]([NH2:25])=[C:10]([C:2]4[S:1][C:5]5[CH:6]=[CH:7][CH:8]=[CH:9][C:4]=5[N:3]=4)[CH:15]=3)[CH:39]=[N:38]2)[CH2:34]1)=[O:32])([CH3:29])([CH3:27])[CH3:28]. The catalyst class is: 117. (5) Reactant: [CH2:1]([O:5][CH2:6][CH2:7][O:8][C:9]1[CH:14]=[CH:13][C:12]([C:15]2[CH:16]=[CH:17][C:18]3[NH:24][CH2:23][CH2:22][C:21]([C:25]([NH:27][C:28]4[CH:33]=[CH:32][C:31]([C@H:34]([OH:42])[C:35]5[CH:40]=[CH:39][CH:38]=[CH:37][N+:36]=5[O-:41])=[CH:30][CH:29]=4)=[O:26])=[CH:20][C:19]=3[CH:43]=2)=[CH:11][CH:10]=1)[CH2:2][CH2:3][CH3:4].[CH:44](=O)[C:45]1[CH:50]=[CH:49][CH:48]=[CH:47][CH:46]=1.C(O[BH-](OC(=O)C)OC(=O)C)(=O)C.[Na+].C(O)(=O)C. Product: [CH2:44]([N:24]1[C:18]2[CH:17]=[CH:16][C:15]([C:12]3[CH:11]=[CH:10][C:9]([O:8][CH2:7][CH2:6][O:5][CH2:1][CH2:2][CH2:3][CH3:4])=[CH:14][CH:13]=3)=[CH:43][C:19]=2[CH:20]=[C:21]([C:25]([NH:27][C:28]2[CH:29]=[CH:30][C:31]([C@H:34]([OH:42])[C:35]3[CH:40]=[CH:39][CH:38]=[CH:37][N+:36]=3[O-:41])=[CH:32][CH:33]=2)=[O:26])[CH2:22][CH2:23]1)[C:45]1[CH:50]=[CH:49][CH:48]=[CH:47][CH:46]=1. The catalyst class is: 325. (6) Reactant: [F:1][C:2]1[CH:21]=[CH:20][C:5]2[C:6]([C:9]3[CH:14]=[CH:13][C:12]([O:15][CH2:16][C@H:17]4[CH2:19][O:18]4)=[CH:11][CH:10]=3)=[N:7][O:8][C:4]=2[CH:3]=1.[F:22][C:23]1[CH:24]=[C:25]([CH:28]=[CH:29][C:30]=1[F:31])[CH2:26][NH2:27]. Product: [F:22][C:23]1[CH:24]=[C:25]([CH:28]=[CH:29][C:30]=1[F:31])[CH2:26][NH:27][CH2:19][C@@H:17]([OH:18])[CH2:16][O:15][C:12]1[CH:11]=[CH:10][C:9]([C:6]2[C:5]3[CH:20]=[CH:21][C:2]([F:1])=[CH:3][C:4]=3[O:8][N:7]=2)=[CH:14][CH:13]=1. The catalyst class is: 8. (7) Reactant: [N:1]1([CH2:6][CH2:7][CH2:8][NH2:9])[CH:5]=[CH:4][N:3]=[CH:2]1.[O:10]1[CH:15]=[CH:14][CH2:13][CH2:12][CH:11]1[CH:16]=O.C([O:20][C:21](=O)[C:22](=[O:33])[CH2:23][C:24]1[C:32]2[C:27](=[CH:28][CH:29]=[CH:30][CH:31]=2)[NH:26][CH:25]=1)C. Product: [O:10]1[CH:15]=[CH:14][CH2:13][CH2:12][CH:11]1[CH:16]1[N:9]([CH2:8][CH2:7][CH2:6][N:1]2[CH:5]=[CH:4][N:3]=[CH:2]2)[C:21](=[O:20])[C:22]([OH:33])=[C:23]1[C:24]1[C:32]2[C:27](=[CH:28][CH:29]=[CH:30][CH:31]=2)[NH:26][CH:25]=1. The catalyst class is: 8. (8) Reactant: Br[C:2]1[C:3]([F:28])=[C:4]([N:8]2[CH:13]=[C:12]([O:14][CH3:15])[C:11](=[O:16])[C:10]([C:17]3[N:21]([C:22]4[CH:27]=[CH:26][CH:25]=[CH:24][CH:23]=4)[N:20]=[CH:19][CH:18]=3)=[N:9]2)[CH:5]=[CH:6][CH:7]=1.[NH:29]1[CH2:33][CH2:32][CH2:31][C:30]1=[O:34].CNCCNC.[O-]P([O-])([O-])=O.[K+].[K+].[K+].C([O-])(O)=O.[Na+]. Product: [F:28][C:3]1[C:2]([N:29]2[CH2:33][CH2:32][CH2:31][C:30]2=[O:34])=[CH:7][CH:6]=[CH:5][C:4]=1[N:8]1[CH:13]=[C:12]([O:14][CH3:15])[C:11](=[O:16])[C:10]([C:17]2[N:21]([C:22]3[CH:27]=[CH:26][CH:25]=[CH:24][CH:23]=3)[N:20]=[CH:19][CH:18]=2)=[N:9]1. The catalyst class is: 185. (9) Reactant: [CH3:1][O:2][C:3]1[CH:13]=[CH:12][C:11]([S:14]([C:17]2[CH:22]=[CH:21][C:20]([CH2:23][CH2:24][NH:25]C(=O)C(F)(F)F)=[CH:19][CH:18]=2)(=[O:16])=[O:15])=[CH:10][C:4]=1[C:5]([O:7][CH2:8][CH3:9])=[O:6]. Product: [NH2:25][CH2:24][CH2:23][C:20]1[CH:21]=[CH:22][C:17]([S:14]([C:11]2[CH:12]=[CH:13][C:3]([O:2][CH3:1])=[C:4]([CH:10]=2)[C:5]([O:7][CH2:8][CH3:9])=[O:6])(=[O:16])=[O:15])=[CH:18][CH:19]=1. The catalyst class is: 502.